Dataset: Peptide-MHC class I binding affinity with 185,985 pairs from IEDB/IMGT. Task: Regression. Given a peptide amino acid sequence and an MHC pseudo amino acid sequence, predict their binding affinity value. This is MHC class I binding data. (1) The peptide sequence is DTHYTVEFDR. The MHC is HLA-A03:01 with pseudo-sequence HLA-A03:01. The binding affinity (normalized) is 0. (2) The peptide sequence is SVPLPCQLMY. The MHC is HLA-A33:01 with pseudo-sequence HLA-A33:01. The binding affinity (normalized) is 0. (3) The peptide sequence is TNNTDKINLT. The MHC is HLA-B27:05 with pseudo-sequence HLA-B27:05. The binding affinity (normalized) is 0.